Dataset: Reaction yield outcomes from USPTO patents with 853,638 reactions. Task: Predict the reaction yield, written as a fraction of the theoretical maximum amount of product (1.0 means a 100% yield; for example, 0.34 means a 34% yield). The reactants are [O-]S(S([O-])=O)=O.[Na+].[Na+].[Cl:9][C:10]1[CH:15]=[CH:14][C:13]([C:16]2[O:17][C:18]3[CH:28]=[C:27]([N:29]([C:34]4[CH:39]=[CH:38][C:37]([N+:40]([O-])=O)=[C:36]([C:43]#[N:44])[CH:35]=4)[S:30]([CH3:33])(=[O:32])=[O:31])[C:26]([CH:45]4[CH2:47][CH2:46]4)=[CH:25][C:19]=3[C:20]=2[C:21]([NH:23][CH3:24])=[O:22])=[CH:12][CH:11]=1. The catalyst is O.C1COCC1. The product is [NH2:40][C:37]1[CH:38]=[CH:39][C:34]([N:29]([C:27]2[C:26]([CH:45]3[CH2:47][CH2:46]3)=[CH:25][C:19]3[C:20]([C:21]([NH:23][CH3:24])=[O:22])=[C:16]([C:13]4[CH:12]=[CH:11][C:10]([Cl:9])=[CH:15][CH:14]=4)[O:17][C:18]=3[CH:28]=2)[S:30]([CH3:33])(=[O:32])=[O:31])=[CH:35][C:36]=1[C:43]#[N:44]. The yield is 0.830.